The task is: Predict which catalyst facilitates the given reaction.. This data is from Catalyst prediction with 721,799 reactions and 888 catalyst types from USPTO. (1) Reactant: [NH2:1][C:2]1[S:3][C:4]([CH3:9])=[CH:5][C:6]=1[C:7]#[N:8].F[C:11]1[CH:16]=[C:15]([Cl:17])[CH:14]=[CH:13][C:12]=1[N+:18]([O-:20])=[O:19].O.[OH-].[Li+].[NH4+].[Cl-]. Product: [Cl:17][C:15]1[CH:14]=[CH:13][C:12]([N+:18]([O-:20])=[O:19])=[C:11]([NH:1][C:2]2[S:3][C:4]([CH3:9])=[CH:5][C:6]=2[C:7]#[N:8])[CH:16]=1. The catalyst class is: 16. (2) Reactant: [OH:1][C:2]1[CH:11]=[CH:10][C:9]([N+:12]([O-:14])=[O:13])=[CH:8][C:3]=1[C:4]([O:6][CH3:7])=[O:5].[F:15][C:16]([F:36])([F:35])[C:17]1[CH:22]=[CH:21][C:20]([CH:23]([C:25]2[CH:30]=[CH:29][C:28]([C:31]([F:34])([F:33])[F:32])=[CH:27][CH:26]=2)O)=[CH:19][CH:18]=1.C1(C)C=CC=CC=1.C1(P(C2C=CC=CC=2)C2C=CC=CC=2)C=CC=CC=1. Product: [F:15][C:16]([F:35])([F:36])[C:17]1[CH:18]=[CH:19][C:20]([CH:23]([C:25]2[CH:30]=[CH:29][C:28]([C:31]([F:34])([F:32])[F:33])=[CH:27][CH:26]=2)[O:1][C:2]2[CH:11]=[CH:10][C:9]([N+:12]([O-:14])=[O:13])=[CH:8][C:3]=2[C:4]([O:6][CH3:7])=[O:5])=[CH:21][CH:22]=1. The catalyst class is: 3.